From a dataset of Catalyst prediction with 721,799 reactions and 888 catalyst types from USPTO. Predict which catalyst facilitates the given reaction. (1) Reactant: [NH2:1][C:2]1[S:3][CH:4]=[C:5]([C:7]2[CH:12]=[CH:11][C:10]([CH2:13][CH2:14][NH:15]C(=O)C)=[CH:9][CH:8]=2)[N:6]=1. Product: [NH2:15][CH2:14][CH2:13][C:10]1[CH:9]=[CH:8][C:7]([C:5]2[N:6]=[C:2]([NH2:1])[S:3][CH:4]=2)=[CH:12][CH:11]=1. The catalyst class is: 8. (2) Reactant: [NH2:1][C:2]1[CH:7]=[C:6]([O:8][CH3:9])[C:5]([O:10][Si:11]([C:24]([CH3:27])([CH3:26])[CH3:25])([C:18]2[CH:23]=[CH:22][CH:21]=[CH:20][CH:19]=2)[C:12]2[CH:17]=[CH:16][CH:15]=[CH:14][CH:13]=2)=[CH:4][C:3]=1[NH:28][CH:29]=O.S([O-])([O-])(=O)=O.[Mg+2].C1(C)C=CC(S([O-])(=O)=O)=CC=1.[NH+]1C=CC=CC=1.C([O-])(O)=O.[Na+]. Product: [CH3:27][C:24]([Si:11]([C:18]1[CH:19]=[CH:20][CH:21]=[CH:22][CH:23]=1)([C:12]1[CH:13]=[CH:14][CH:15]=[CH:16][CH:17]=1)[O:10][C:5]1[C:6]([O:8][CH3:9])=[CH:7][C:2]2[NH:1][CH:29]=[N:28][C:3]=2[CH:4]=1)([CH3:25])[CH3:26]. The catalyst class is: 22. (3) Reactant: [F:1][C:2]1[CH:3]=[C:4]2[C:9](=[CH:10][CH:11]=1)[N:8]=[C:7]([N:12]1[CH2:18][C@@H:17]3[CH2:19][CH2:20][C@@H:14]([CH2:15][N:16]3C3C=CC(OC)=CC=3)[CH2:13]1)[N:6]=[CH:5]2.C(Cl)CCl.C1C=CC2N(O)N=NC=2C=1.C(N(CC)CC)C.[N:50]1[N:51]([C:55]2[CH:63]=[CH:62][C:61]([CH3:64])=[CH:60][C:56]=2[C:57](O)=[O:58])[N:52]=[CH:53][CH:54]=1.C([O-])(O)=O.[Na+]. Product: [F:1][C:2]1[CH:3]=[C:4]2[C:9](=[CH:10][CH:11]=1)[N:8]=[C:7]([N:12]1[CH2:18][C@@H:17]3[CH2:19][CH2:20][C@@H:14]([CH2:15][N:16]3[C:57](=[O:58])[C:56]3[CH:60]=[C:61]([CH3:64])[CH:62]=[CH:63][C:55]=3[N:51]3[N:52]=[CH:53][CH:54]=[N:50]3)[CH2:13]1)[N:6]=[CH:5]2. The catalyst class is: 47. (4) Reactant: [C:1]1([C@H:7]([O:9][C:10](=[O:25])[NH:11][C:12]2[N:13]([CH3:24])[N:14]=[N:15][C:16]=2[C:17]2[CH:22]=[CH:21][C:20](Br)=[CH:19][CH:18]=2)[CH3:8])[CH:6]=[CH:5][CH:4]=[CH:3][CH:2]=1.CC1(C)C(C)(C)OB([C:34]2[CH:39]=[CH:38][C:37]([C:40]3([C:43]([O:45][CH3:46])=[O:44])[CH2:42][CH2:41]3)=[CH:36][CH:35]=2)O1.CC(C1C=C(C(C)C)C(C2C=CC=CC=2P(C2CCCCC2)C2CCCCC2)=C(C(C)C)C=1)C.P([O-])([O-])([O-])=O.[K+].[K+].[K+]. Product: [CH3:46][O:45][C:43]([C:40]1([C:37]2[CH:38]=[CH:39][C:34]([C:20]3[CH:21]=[CH:22][C:17]([C:16]4[N:15]=[N:14][N:13]([CH3:24])[C:12]=4[NH:11][C:10]([O:9][C@@H:7]([C:1]4[CH:6]=[CH:5][CH:4]=[CH:3][CH:2]=4)[CH3:8])=[O:25])=[CH:18][CH:19]=3)=[CH:35][CH:36]=2)[CH2:42][CH2:41]1)=[O:44]. The catalyst class is: 164. (5) Reactant: [CH2:1]([CH2:3][NH2:4])[OH:2].[H-].[Na+].[CH2:7](Cl)[C:8]1[CH:13]=[CH:12][CH:11]=[CH:10][CH:9]=1. Product: [CH2:7]([O:2][CH2:1][CH2:3][NH2:4])[C:8]1[CH:13]=[CH:12][CH:11]=[CH:10][CH:9]=1. The catalyst class is: 1. (6) Reactant: [CH2:1]([O:3][C:4](=[O:9])[CH:5](Br)[CH2:6]Br)[CH3:2].[CH2:10]([NH:17][CH2:18][CH2:19][NH:20][CH2:21][C:22]1[CH:27]=[CH:26][CH:25]=[CH:24][CH:23]=1)[C:11]1[CH:16]=[CH:15][CH:14]=[CH:13][CH:12]=1.C(N(CC)CC)C. Product: [CH2:1]([O:3][C:4]([CH:5]1[CH2:6][N:20]([CH2:21][C:22]2[CH:27]=[CH:26][CH:25]=[CH:24][CH:23]=2)[CH2:19][CH2:18][N:17]1[CH2:10][C:11]1[CH:16]=[CH:15][CH:14]=[CH:13][CH:12]=1)=[O:9])[CH3:2]. The catalyst class is: 11.